Regression. Given two drug SMILES strings and cell line genomic features, predict the synergy score measuring deviation from expected non-interaction effect. From a dataset of Merck oncology drug combination screen with 23,052 pairs across 39 cell lines. (1) Drug 1: CS(=O)(=O)CCNCc1ccc(-c2ccc3ncnc(Nc4ccc(OCc5cccc(F)c5)c(Cl)c4)c3c2)o1. Drug 2: O=C(O)C1(Cc2cccc(Nc3nccs3)n2)CCC(Oc2cccc(Cl)c2F)CC1. Cell line: NCIH460. Synergy scores: synergy=-4.72. (2) Drug 1: NC1(c2ccc(-c3nc4ccn5c(=O)[nH]nc5c4cc3-c3ccccc3)cc2)CCC1. Drug 2: Cn1cc(-c2cnn3c(N)c(Br)c(C4CCCNC4)nc23)cn1. Cell line: LNCAP. Synergy scores: synergy=21.4. (3) Drug 1: Cn1nnc2c(C(N)=O)ncn2c1=O. Drug 2: CC1(c2nc3c(C(N)=O)cccc3[nH]2)CCCN1. Cell line: A375. Synergy scores: synergy=30.3. (4) Drug 1: CCC1=CC2CN(C1)Cc1c([nH]c3ccccc13)C(C(=O)OC)(c1cc3c(cc1OC)N(C)C1C(O)(C(=O)OC)C(OC(C)=O)C4(CC)C=CCN5CCC31C54)C2. Drug 2: Cn1c(=O)n(-c2ccc(C(C)(C)C#N)cc2)c2c3cc(-c4cnc5ccccc5c4)ccc3ncc21. Cell line: HCT116. Synergy scores: synergy=-5.62. (5) Drug 1: COc1cc(C2c3cc4c(cc3C(OC3OC5COC(C)OC5C(O)C3O)C3COC(=O)C23)OCO4)cc(OC)c1O. Drug 2: CCc1cnn2c(NCc3ccc[n+]([O-])c3)cc(N3CCCCC3CCO)nc12. Cell line: OCUBM. Synergy scores: synergy=-5.13. (6) Drug 1: Cn1nnc2c(C(N)=O)ncn2c1=O. Drug 2: C=CCn1c(=O)c2cnc(Nc3ccc(N4CCN(C)CC4)cc3)nc2n1-c1cccc(C(C)(C)O)n1. Cell line: DLD1. Synergy scores: synergy=1.29. (7) Drug 1: CS(=O)(=O)CCNCc1ccc(-c2ccc3ncnc(Nc4ccc(OCc5cccc(F)c5)c(Cl)c4)c3c2)o1. Drug 2: Cn1c(=O)n(-c2ccc(C(C)(C)C#N)cc2)c2c3cc(-c4cnc5ccccc5c4)ccc3ncc21. Cell line: RKO. Synergy scores: synergy=21.9.